This data is from Reaction yield outcomes from USPTO patents with 853,638 reactions. The task is: Predict the reaction yield, written as a fraction of the theoretical maximum amount of product (1.0 means a 100% yield; for example, 0.34 means a 34% yield). (1) The reactants are C1(P(C2C=CC=CC=2)C2C=CC=CC=2)C=CC=CC=1.[Br:20]Br.[CH3:22]/[C:23](/[CH2:27][CH2:28][CH2:29][CH2:30][CH2:31][CH2:32][CH2:33][CH2:34][CH3:35])=[CH:24]\[CH2:25]O. The catalyst is C(#N)C. The product is [Br:20][CH2:25]/[CH:24]=[C:23](\[CH3:22])/[CH2:27][CH2:28][CH2:29][CH2:30][CH2:31][CH2:32][CH2:33][CH2:34][CH3:35]. The yield is 0.970. (2) The reactants are [CH3:1][O:2][C:3]1[CH:8]=[C:7](F)[CH:6]=[CH:5][C:4]=1[N+:10]([O-:12])=[O:11].Cl.Cl.[CH2:15]1[C@@H:20]2[CH2:21][NH:22][CH2:23][CH2:24][N:19]2[CH2:18][CH2:17][O:16]1.C([O-])([O-])=O.[K+].[K+]. The catalyst is CS(C)=O.CCOC(C)=O. The product is [CH3:1][O:2][C:3]1[CH:8]=[C:7]([N:22]2[CH2:23][CH2:24][N:19]3[C@H:20]([CH2:15][O:16][CH2:17][CH2:18]3)[CH2:21]2)[CH:6]=[CH:5][C:4]=1[N+:10]([O-:12])=[O:11]. The yield is 0.760. (3) The reactants are C(N1CCN(C2C=CC([NH:20][C:21]3[C:26]([F:27])=[CH:25][N:24]=[C:23](Cl)[N:22]=3)=CC=2)CC1)C1C=CC=CC=1.[CH2:29]1[CH2:39][O:38][C:37]2[CH:36]=[CH:35][C:33]([NH2:34])=[CH:32][C:31]=2[O:30]1. No catalyst specified. The product is [CH2:29]1[CH2:39][O:38][C:37]2[CH:36]=[CH:35][C:33]([NH:34][C:23]3[N:22]=[C:21]([NH2:20])[C:26]([F:27])=[CH:25][N:24]=3)=[CH:32][C:31]=2[O:30]1. The yield is 0.630. (4) The reactants are [CH3:1][C:2]1[C:6]([CH2:7][N:8]2[CH:12]=[C:11]([N:13]3[C:17](=[O:18])[C:16]([CH3:20])([CH3:19])[NH:15][C:14]3=[O:21])[CH:10]=[N:9]2)=[C:5]([CH3:22])[O:4][N:3]=1.Br[CH2:24][C:25]1[CH:30]=[CH:29][C:28]([O:31][CH3:32])=[CH:27][CH:26]=1. No catalyst specified. The product is [CH3:1][C:2]1[C:6]([CH2:7][N:8]2[CH:12]=[C:11]([N:13]3[C:17](=[O:18])[C:16]([CH3:19])([CH3:20])[N:15]([CH2:24][C:25]4[CH:30]=[CH:29][C:28]([O:31][CH3:32])=[CH:27][CH:26]=4)[C:14]3=[O:21])[CH:10]=[N:9]2)=[C:5]([CH3:22])[O:4][N:3]=1. The yield is 0.350. (5) The reactants are [H-].[Na+].[N:3]1([CH2:8][CH2:9][CH2:10][CH2:11][C:12]2[CH:17]=[CH:16][C:15]([OH:18])=[CH:14][CH:13]=2)[CH:7]=[CH:6][N:5]=[N:4]1.Cl[CH2:20][C:21]1[C:22]([CH3:34])=[N:23][C:24]([C:27]2[CH:32]=[CH:31][C:30]([Cl:33])=[CH:29][CH:28]=2)=[CH:25][CH:26]=1.O. The catalyst is CN(C)C=O. The product is [Cl:33][C:30]1[CH:31]=[CH:32][C:27]([C:24]2[N:23]=[C:22]([CH3:34])[C:21]([CH2:20][O:18][C:15]3[CH:14]=[CH:13][C:12]([CH2:11][CH2:10][CH2:9][CH2:8][N:3]4[CH:7]=[CH:6][N:5]=[N:4]4)=[CH:17][CH:16]=3)=[CH:26][CH:25]=2)=[CH:28][CH:29]=1. The yield is 0.890.